From a dataset of Forward reaction prediction with 1.9M reactions from USPTO patents (1976-2016). Predict the product of the given reaction. (1) Given the reactants [CH2:1]([C:3]1[CH:10]=[C:9]([O:11]C)[CH:8]=[C:7]([CH2:13][CH3:14])[C:4]=1[CH:5]=[O:6])[CH3:2].B(Br)(Br)Br, predict the reaction product. The product is: [CH2:13]([C:7]1[CH:8]=[C:9]([OH:11])[CH:10]=[C:3]([CH2:1][CH3:2])[C:4]=1[CH:5]=[O:6])[CH3:14]. (2) The product is: [C:1]12([NH:6][C:7]([C:9]3[CH:10]=[C:11]([C:15]4[CH:16]=[C:17]5[C:32]([C:33]([NH:35][CH3:36])=[O:34])=[C:31]([C:37]6[CH:38]=[CH:39][C:40]([F:43])=[CH:41][CH:42]=6)[O:30][C:18]5=[N:19][C:20]=4[NH:21][S:22]([CH3:25])(=[O:23])=[O:24])[CH:12]=[CH:13][CH:14]=3)=[O:8])[CH2:4][CH:3]([CH2:5]1)[CH2:2]2. Given the reactants [C:1]12([NH:6][C:7]([C:9]3[CH:10]=[C:11]([C:15]4[CH:16]=[C:17]5[C:32]([C:33]([NH:35][CH3:36])=[O:34])=[C:31]([C:37]6[CH:42]=[CH:41][C:40]([F:43])=[CH:39][CH:38]=6)[O:30][C:18]5=[N:19][C:20]=4[N:21](S(C)(=O)=O)[S:22]([CH3:25])(=[O:24])=[O:23])[CH:12]=[CH:13][CH:14]=3)=[O:8])[CH2:5][CH:3]([CH2:4]1)[CH2:2]2.C([O-])([O-])=O.[Cs+].[Cs+], predict the reaction product. (3) Given the reactants [F:1][C:2]1([F:11])[CH2:5][CH:4]([C:6]([N:8]([CH3:10])[CH3:9])=O)[CH2:3]1.[H-].[Al+3].[Li+].[H-].[H-].[H-], predict the reaction product. The product is: [F:1][C:2]1([F:11])[CH2:5][CH:4]([CH2:6][N:8]([CH3:10])[CH3:9])[CH2:3]1.